The task is: Predict the product of the given reaction.. This data is from Forward reaction prediction with 1.9M reactions from USPTO patents (1976-2016). Given the reactants [CH2:1]([O:3][C:4](=[O:28])[CH2:5][CH2:6][C:7]1[CH:12]=[CH:11][C:10]([O:13][C:14]2[CH:19]=[C:18]([CH3:20])[CH:17]=[C:16]([CH:21]([N:23]=[N+]=[N-])[CH3:22])[CH:15]=2)=[CH:9][C:8]=1[CH2:26][CH3:27])[CH3:2].C1(P(C2C=CC=CC=2)C2C=CC=CC=2)C=CC=CC=1, predict the reaction product. The product is: [CH2:1]([O:3][C:4](=[O:28])[CH2:5][CH2:6][C:7]1[CH:12]=[CH:11][C:10]([O:13][C:14]2[CH:19]=[C:18]([CH3:20])[CH:17]=[C:16]([CH:21]([NH2:23])[CH3:22])[CH:15]=2)=[CH:9][C:8]=1[CH2:26][CH3:27])[CH3:2].